From a dataset of Reaction yield outcomes from USPTO patents with 853,638 reactions. Predict the reaction yield, written as a fraction of the theoretical maximum amount of product (1.0 means a 100% yield; for example, 0.34 means a 34% yield). The reactants are [OH:1][C:2]1[CH:9]=[C:8]([C:10]2[CH:15]=[CH:14][CH:13]=[CH:12][C:11]=2C)[CH:7]=[CH:6][C:3]=1[CH:4]=[O:5].Cl.Cl.NC1C2C(=CC=CC=2O)C(S(O)(=O)=O)=CC=1N.S(=O)(O)[O-].[Na+]. The catalyst is CCO.O. The product is [OH:1][C:2]1[CH:9]=[C:8]([C:10]2[CH:11]=[CH:12][CH:13]=[CH:14][CH:15]=2)[CH:7]=[CH:6][C:3]=1[CH:4]=[O:5]. The yield is 0.600.